From a dataset of Forward reaction prediction with 1.9M reactions from USPTO patents (1976-2016). Predict the product of the given reaction. (1) Given the reactants [CH3:1][C:2]1[CH:7]=[CH:6][CH:5]=[C:4]([CH3:8])[C:3]=1B(O)O.Cl[C:13]1[CH:18]=[C:17]([CH3:19])[C:16]([N+:20]([O-:22])=[O:21])=[CH:15][N:14]=1.C([O-])([O-])=O.[Na+].[Na+].C1(C)C=CC=CC=1, predict the reaction product. The product is: [CH3:1][C:2]1[CH:7]=[CH:6][CH:5]=[C:4]([CH3:8])[C:3]=1[C:13]1[CH:18]=[C:17]([CH3:19])[C:16]([N+:20]([O-:22])=[O:21])=[CH:15][N:14]=1. (2) Given the reactants [N:1]([CH2:4][C:5]1[C:9]2[N:10]([CH3:26])[CH:11]=[C:12]([C:15]([NH:17][CH2:18][C:19]3[CH:24]=[CH:23][C:22]([Cl:25])=[CH:21][CH:20]=3)=[O:16])[C:13](=[O:14])[C:8]=2[S:7][CH:6]=1)=[N+:2]=[N-:3].[Li+].CC([N-]C(C)C)C.C(NC(C)C)(C)C.Cl.C1C[O:46][CH2:45]C1, predict the reaction product. The product is: [N:1]([CH2:4][C:5]1[C:9]2[N:10]([CH3:26])[CH:11]=[C:12]([C:15]([NH:17][CH2:18][C:19]3[CH:20]=[CH:21][C:22]([Cl:25])=[CH:23][CH:24]=3)=[O:16])[C:13](=[O:14])[C:8]=2[S:7][C:6]=1[CH:45]=[O:46])=[N+:2]=[N-:3]. (3) Given the reactants S(Cl)(Cl)=O.[CH3:5][O:6][C:7]1[C:8]([N+:18]([O-:20])=[O:19])=[C:9]([CH:13]=[CH:14][C:15]=1[O:16][CH3:17])C(O)=O.[N-:21]=[N+]=[N-].[Na+].CCCCCC, predict the reaction product. The product is: [CH3:5][O:6][C:7]1[C:8]([N+:18]([O-:20])=[O:19])=[C:9]([NH2:21])[CH:13]=[CH:14][C:15]=1[O:16][CH3:17]. (4) Given the reactants [CH3:1][C:2]1([CH3:19])[CH2:11][C:10](=[O:12])[NH:9][C:8]2[N:7]=[C:6]([O:13][CH2:14][CH2:15][CH2:16][CH:17]=O)[CH:5]=[CH:4][C:3]1=2.[NH:20]1[CH2:25][CH2:24][NH:23][CH2:22][CH2:21]1.C(O[BH-](O[C:36](=O)[CH3:37])OC(=O)C)(=O)C.[Na+], predict the reaction product. The product is: [CH3:1][C:2]1([CH3:19])[C:3]2[C:8](=[N:7][C:6]([O:13][CH2:14][CH2:15][CH2:16][CH2:17][N:20]3[CH2:25][CH2:24][N:23]([C:1]4[CH:2]=[CH:3][CH:8]=[C:37]5[C:36]=4[N:7]=[CH:6][CH:5]=[CH:4]5)[CH2:22][CH2:21]3)=[CH:5][CH:4]=2)[NH:9][C:10](=[O:12])[CH2:11]1. (5) The product is: [CH:35]([N:48]1[CH2:51][CH:50]([O:52][CH:53]([C:62]2[CH:67]=[CH:66][C:65]([Cl:68])=[CH:64][CH:63]=2)[C:54]2[CH:59]=[CH:58][C:57]([Cl:60])=[CH:56][CH:55]=2)[CH2:49]1)([C:42]1[CH:47]=[CH:46][CH:45]=[CH:44][CH:43]=1)[C:36]1[CH:37]=[CH:38][CH:39]=[CH:40][CH:41]=1. Given the reactants C(N1CC(O)C1)(C1C=CC=CC=1)C1C=CC=CC=1.ClC1C=CC(C(O)C2C=CC(Cl)=CC=2)=CC=1.[CH:35]([N:48]1[CH2:51][CH:50]([O:52][CH:53]([C:62]2[CH:67]=[CH:66][C:65]([Cl:68])=[CH:64][CH:63]=2)[C:54]2[CH:59]=[CH:58][C:57]([Cl:60])=[CH:56][C:55]=2Cl)[CH2:49]1)([C:42]1[CH:47]=[CH:46][CH:45]=[CH:44][CH:43]=1)[C:36]1[CH:41]=[CH:40][CH:39]=[CH:38][CH:37]=1, predict the reaction product. (6) Given the reactants [CH2:1]([O:3][C:4]([C:6]1([C:10]2[CH:15]=[CH:14][C:13]([C:16]3[CH:21]=[CH:20][C:19]([C:22]4[O:26][N:25]=[C:24]([CH3:27])[C:23]=4[NH2:28])=[CH:18][CH:17]=3)=[CH:12][CH:11]=2)[CH2:9][CH2:8][CH2:7]1)=[O:5])[CH3:2].Br[C:30]1[CH:35]=[CH:34][CH:33]=[C:32]([C:36]2[CH:41]=[CH:40][CH:39]=[CH:38][CH:37]=2)[N:31]=1, predict the reaction product. The product is: [CH2:1]([O:3][C:4]([C:6]1([C:10]2[CH:15]=[CH:14][C:13]([C:16]3[CH:21]=[CH:20][C:19]([C:22]4[O:26][N:25]=[C:24]([CH3:27])[C:23]=4[NH:28][C:30]4[CH:35]=[CH:34][CH:33]=[C:32]([C:36]5[CH:37]=[CH:38][CH:39]=[CH:40][CH:41]=5)[N:31]=4)=[CH:18][CH:17]=3)=[CH:12][CH:11]=2)[CH2:7][CH2:8][CH2:9]1)=[O:5])[CH3:2]. (7) Given the reactants B1C2CCCC1CCC2.C1COCC1.[CH3:15][C:16]([OH:20])([CH:18]=[CH2:19])[CH3:17].C([O-])([O-])=O.[Cs+].[Cs+].[As](C1C=CC=CC=1)(C1C=CC=CC=1)C1C=CC=CC=1.Br[C:47]1[CH:48]=[C:49]2[C:71](=[CH:72][CH:73]=1)[C:57]1[NH:58][C:59]([C:61]3[C:68]([C:69]#[N:70])=[CH:67][CH:66]=[CH:65][C:62]=3[C:63]#[N:64])=[N:60][C:56]=1[C:55]1[CH:54]=[CH:53][C:52]([Cl:74])=[CH:51][C:50]2=1, predict the reaction product. The product is: [Cl:74][C:52]1[CH:51]=[C:50]2[C:55](=[CH:54][CH:53]=1)[C:56]1[NH:60][C:59]([C:61]3[C:68]([C:69]#[N:70])=[CH:67][CH:66]=[CH:65][C:62]=3[C:63]#[N:64])=[N:58][C:57]=1[C:71]1[CH:72]=[CH:73][C:47]([CH2:19][CH2:18][C:16]([OH:20])([CH3:17])[CH3:15])=[CH:48][C:49]2=1.